From a dataset of Catalyst prediction with 721,799 reactions and 888 catalyst types from USPTO. Predict which catalyst facilitates the given reaction. (1) Reactant: [Cl:1][C:2]1[CH:3]=[CH:4][C:5]([N:35]2[CH:39]=[C:38]([Cl:40])[N:37]=[N:36]2)=[C:6]([C:8]2[N:9]=[CH:10][N:11]([C@@H:15]3[C:31]4[CH:32]=[C:27]([CH:28]=[CH:29][N:30]=4)[C:26]4[NH:25][N:24]=[CH:23][C:22]=4[NH:21][C:20](=[O:33])[C@H:19]([CH3:34])[CH2:18][CH2:17][CH2:16]3)[C:12](=[O:14])[CH:13]=2)[CH:7]=1.I[CH:42]1[CH2:47][CH2:46][N:45](C(OC(C)(C)C)=O)[CH2:44][CH2:43]1.C([O-])([O-])=O.[Cs+].[Cs+].[C:61]([OH:67])([C:63]([F:66])([F:65])[F:64])=[O:62]. Product: [F:64][C:63]([F:66])([F:65])[C:61]([OH:67])=[O:62].[Cl:1][C:2]1[CH:3]=[CH:4][C:5]([N:35]2[CH:39]=[C:38]([Cl:40])[N:37]=[N:36]2)=[C:6]([C:8]2[N:9]=[CH:10][N:11]([C@@H:15]3[C:31]4[CH:32]=[C:27]([CH:28]=[CH:29][N:30]=4)[C:26]4[C:22](=[CH:23][N:24]([CH:42]5[CH2:47][CH2:46][NH:45][CH2:44][CH2:43]5)[N:25]=4)[NH:21][C:20](=[O:33])[C@H:19]([CH3:34])[CH2:18][CH2:17][CH2:16]3)[C:12](=[O:14])[CH:13]=2)[CH:7]=1. The catalyst class is: 59. (2) Reactant: [CH3:1][O:2][C:3](=[O:24])[C:4]1[CH:9]=[C:8]([S:10](=[O:22])(=[O:21])[NH:11][CH2:12][CH2:13][C:14]2[CH:19]=[CH:18][C:17]([OH:20])=[CH:16][CH:15]=2)[CH:7]=[CH:6][C:5]=1[CH3:23].[Cl:25][C:26]1[CH:31]=[CH:30][C:29](B(O)O)=[CH:28][CH:27]=1.C(N(CC)CC)C. Product: [CH3:1][O:2][C:3](=[O:24])[C:4]1[CH:9]=[C:8]([S:10](=[O:22])(=[O:21])[NH:11][CH2:12][CH2:13][C:14]2[CH:19]=[CH:18][C:17]([O:20][C:29]3[CH:30]=[CH:31][C:26]([Cl:25])=[CH:27][CH:28]=3)=[CH:16][CH:15]=2)[CH:7]=[CH:6][C:5]=1[CH3:23]. The catalyst class is: 2. (3) Reactant: C(OC([N:8]1[CH2:13][CH2:12][CH:11]([S:14][C:15]2[CH:20]=[CH:19][C:18]([Cl:21])=[CH:17][CH:16]=2)[CH2:10][CH2:9]1)=O)(C)(C)C.FC(F)(F)C(O)=O. Product: [Cl:21][C:18]1[CH:17]=[CH:16][C:15]([S:14][CH:11]2[CH2:12][CH2:13][NH:8][CH2:9][CH2:10]2)=[CH:20][CH:19]=1. The catalyst class is: 2. (4) Reactant: [CH3:1][C:2]1[C:3]([CH:7]([OH:9])[CH3:8])=[CH:4][S:5][CH:6]=1.[Cr](Cl)([O-])(=O)=O.[NH+]1C=CC=CC=1. Product: [CH3:1][C:2]1[C:3]([C:7](=[O:9])[CH3:8])=[CH:4][S:5][CH:6]=1. The catalyst class is: 2. (5) Reactant: C([O:8][C:9]1[CH:10]=[C:11]([NH:15][C:16]([NH2:18])=[NH:17])[CH:12]=[CH:13][CH:14]=1)C1C=CC=CC=1. Product: [OH:8][C:9]1[CH:10]=[C:11]([NH:15][C:16]([NH2:18])=[NH:17])[CH:12]=[CH:13][CH:14]=1. The catalyst class is: 50. (6) Reactant: CC(C)([O-])C.[K+].[C:7]([C:10]1[CH:15]=[CH:14][CH:13]=[CH:12][N:11]=1)(=[O:9])[CH3:8].[CH3:16][O:17][C:18]1[CH:19]=[C:20]([CH:23]=[CH:24][CH:25]=1)[CH:21]=O. Product: [N:11]1[CH:12]=[CH:13][CH:14]=[CH:15][C:10]=1[C:7](=[O:9])[CH:8]=[CH:21][C:20]1[CH:23]=[CH:24][CH:25]=[C:18]([O:17][CH3:16])[CH:19]=1. The catalyst class is: 7. (7) Reactant: [CH3:1][C:2]1[CH:7]=[C:6]([S:8][CH2:9][CH2:10][CH:11]([C:16]2[S:17][C:18]3[CH:25]=[C:24]([C:26]([F:29])([F:28])[F:27])[CH:23]=[CH:22][C:19]=3[C:20]=2[CH3:21])[CH2:12][CH2:13][O:14][CH3:15])[CH:5]=[CH:4][C:3]=1[O:30][CH2:31][C:32]([O:34]CC)=[O:33].[OH-].[Na+]. Product: [CH3:1][C:2]1[CH:7]=[C:6]([S:8][CH2:9][CH2:10][CH:11]([C:16]2[S:17][C:18]3[CH:25]=[C:24]([C:26]([F:29])([F:27])[F:28])[CH:23]=[CH:22][C:19]=3[C:20]=2[CH3:21])[CH2:12][CH2:13][O:14][CH3:15])[CH:5]=[CH:4][C:3]=1[O:30][CH2:31][C:32]([OH:34])=[O:33]. The catalyst class is: 92. (8) Reactant: [Cl:1][CH2:2][CH:3]=O.[Br:5][C:6]1[C:11]([C:12]2[CH:17]=[CH:16][CH:15]=[CH:14][CH:13]=2)=[C:10]([Cl:18])[N:9]=[N:8][C:7]=1[NH2:19]. Product: [ClH:1].[Br:5][C:6]1[C:7]2[N:8]([CH:2]=[CH:3][N:19]=2)[N:9]=[C:10]([Cl:18])[C:11]=1[C:12]1[CH:17]=[CH:16][CH:15]=[CH:14][CH:13]=1. The catalyst class is: 14. (9) Reactant: [C:1]([O:5][C:6](=[O:20])[NH:7][CH2:8][C:9]1[CH:14]=[CH:13][CH:12]=[CH:11][C:10]=1[C:15]1[NH:19][N:18]=[N:17][N:16]=1)([CH3:4])([CH3:3])[CH3:2].[C:21](=O)([O-])[O-].[K+].[K+].IC.O. Product: [C:1]([O:5][C:6](=[O:20])[NH:7][CH2:8][C:9]1[CH:14]=[CH:13][CH:12]=[CH:11][C:10]=1[C:15]1[N:19]([CH3:21])[N:18]=[N:17][N:16]=1)([CH3:4])([CH3:2])[CH3:3]. The catalyst class is: 9.